From a dataset of Reaction yield outcomes from USPTO patents with 853,638 reactions. Predict the reaction yield, written as a fraction of the theoretical maximum amount of product (1.0 means a 100% yield; for example, 0.34 means a 34% yield). (1) The reactants are [Cl:1][C:2]1[CH:3]=[C:4]([C:9](=[O:14])[C:10]([F:13])([F:12])[F:11])[CH:5]=[C:6]([Cl:8])[CH:7]=1.[CH3:15][N+:16]([O-:18])=[O:17].N1CCCCC1.Cl. No catalyst specified. The product is [Cl:1][C:2]1[CH:3]=[C:4]([C:9]([OH:14])([CH2:15][N+:16]([O-:18])=[O:17])[C:10]([F:11])([F:12])[F:13])[CH:5]=[C:6]([Cl:8])[CH:7]=1. The yield is 0.600. (2) No catalyst specified. The product is [Cl:17][C:18]1[CH:23]=[CH:22][C:21]([N:9]2[CH:10]([CH3:12])[CH2:11][C:5]3=[N:4][N:3]=[C:2]([CH3:1])[N:6]3[C:7]3[CH:16]=[CH:15][CH:14]=[CH:13][C:8]2=3)=[CH:20][CH:19]=1. The reactants are [CH3:1][C:2]1[N:6]2[C:7]3[CH:16]=[CH:15][CH:14]=[CH:13][C:8]=3[NH:9][CH:10]([CH3:12])[CH2:11][C:5]2=[N:4][N:3]=1.[Cl:17][C:18]1[CH:23]=[CH:22][C:21](I)=[CH:20][CH:19]=1.CC(OC1C=CC=C(OC(C)C)C=1C1C(P(C2CCCCC2)C2CCCCC2)=CC=CC=1)C.CC([O-])(C)C.[Na+]. The yield is 0.110. (3) The reactants are [CH3:1][S:2]([O:5][CH2:6][CH3:7])(=[O:4])=[O:3].C([Li])CCC.CCCCCC.P(Cl)(OCC)(OCC)=O.[Br:28][C:29]1[CH:34]=[CH:33][C:32]([CH:35]=O)=[CH:31][N:30]=1. The catalyst is O1CCCC1.O. The product is [Br:28][C:29]1[N:30]=[CH:31][C:32](/[CH:35]=[CH:1]/[S:2]([O:5][CH2:6][CH3:7])(=[O:4])=[O:3])=[CH:33][CH:34]=1. The yield is 0.900. (4) The reactants are [Cl:1][C:2]1[CH:3]=[C:4]([C:9]2[CH:21]=[CH:20][C:12]([C:13]([NH:15][S:16]([CH3:19])(=[O:18])=[O:17])=[O:14])=[CH:11][C:10]=2[O:22][CH3:23])[CH:5]=[N:6][C:7]=1F.C([O-])([O-])=O.[Cs+].[Cs+].[F:30][C:31]1[C:36]([F:37])=[CH:35][CH:34]=[C:33]([F:38])[C:32]=1[OH:39]. The catalyst is CS(C)=O. The product is [Cl:1][C:2]1[CH:3]=[C:4]([C:9]2[CH:21]=[CH:20][C:12]([C:13]([NH:15][S:16]([CH3:19])(=[O:18])=[O:17])=[O:14])=[CH:11][C:10]=2[O:22][CH3:23])[CH:5]=[N:6][C:7]=1[O:39][C:32]1[C:33]([F:38])=[CH:34][CH:35]=[C:36]([F:37])[C:31]=1[F:30]. The yield is 0.210. (5) The reactants are C(Cl)(=O)C(Cl)=O.[CH2:7]([O:9][P:10]([CH2:15][C:16]([OH:18])=O)([O:12][CH2:13][CH3:14])=[O:11])[CH3:8].[NH:19]1[C:27]2[C:22](=[CH:23][CH:24]=[CH:25][CH:26]=2)[CH2:21][CH2:20]1.C(N(CC)CC)C. The catalyst is C1C=CC=CC=1.C1COCC1.CN(C)C=O. The product is [CH2:13]([O:12][P:10]([CH2:15][C:16]([N:19]1[C:27]2[C:22](=[CH:23][CH:24]=[CH:25][CH:26]=2)[CH2:21][CH2:20]1)=[O:18])(=[O:11])[O:9][CH2:7][CH3:8])[CH3:14]. The yield is 0.630. (6) The reactants are [Cl:1][C:2]1[N:11]=[CH:10][C:9]2[NH:8][C:7](=[O:12])[CH:6]3[CH2:13][O:14][CH2:15][CH2:16][N:5]3[C:4]=2[N:3]=1.[CH3:17][C:18]([CH3:21])([O-])[CH3:19].[Na+].BrCC1CC1.O. The catalyst is CS(C)=O. The product is [Cl:1][C:2]1[N:11]=[CH:10][C:9]2[N:8]([CH2:17][CH:18]3[CH2:21][CH2:19]3)[C:7](=[O:12])[CH:6]3[CH2:13][O:14][CH2:15][CH2:16][N:5]3[C:4]=2[N:3]=1. The yield is 0.970.